This data is from Full USPTO retrosynthesis dataset with 1.9M reactions from patents (1976-2016). The task is: Predict the reactants needed to synthesize the given product. (1) Given the product [O:27]=[S:26]1[NH:14][C:13]([C:12]2[CH:11]=[C:10]([CH2:9][OH:8])[CH:17]=[CH:16][CH:15]=2)=[N:1][O:2]1, predict the reactants needed to synthesize it. The reactants are: [NH2:1][OH:2].C([SiH2][O:8][C:9](C)(C)[C:10]1[CH:11]=[C:12]([CH:15]=[CH:16][CH:17]=1)[C:13]#[N:14])(C)(C)C.N1C=CC=CC=1.[S:26](Cl)(Cl)=[O:27].Cl. (2) Given the product [NH2:1][C:2]([CH:5]1[CH2:6][CH2:7][CH:8]([C:11]2[S:12][C:13]([C:16]3[CH:21]=[CH:20][C:19]([NH:22][C:23]([NH:25][C:26]4[CH:31]=[CH:30][C:29]([F:33])=[CH:28][C:27]=4[F:34])=[O:24])=[CH:18][CH:17]=3)=[CH:14][N:15]=2)[CH2:9][CH2:10]1)([CH3:4])[CH3:3], predict the reactants needed to synthesize it. The reactants are: [NH2:1][C:2]([CH:5]1[CH2:10][CH2:9][CH:8]([C:11]2[S:12][C:13]([C:16]3[CH:21]=[CH:20][C:19]([NH:22][C:23]([NH:25][C:26]4[CH:31]=[C:30](F)[C:29]([F:33])=[CH:28][C:27]=4[F:34])=[O:24])=[CH:18][CH:17]=3)=[CH:14][N:15]=2)[CH2:7][CH2:6]1)([CH3:4])[CH3:3].ClCC(NC(C1CCC(C2SC(C3C=CC(NC(NC4C=CC(F)=CC=4F)=O)=CC=3)=CN=2)CC1)(C)C)=O.NC(N)=S. (3) The reactants are: [C:1]1([S:7]([C:10]2[CH:11]=[CH:12][C:13]([C:38]([F:41])([F:40])[F:39])=[C:14]([S:16]([NH:19][CH:20]3[CH2:25][CH2:24][N:23]([S:26]([C:29]4[CH:30]=[C:31]([CH:35]=[CH:36][CH:37]=4)[C:32]([OH:34])=[O:33])(=[O:28])=[O:27])[CH2:22][CH2:21]3)(=[O:18])=[O:17])[CH:15]=2)(=[O:9])=[O:8])[CH:6]=[CH:5][CH:4]=[CH:3][CH:2]=1.[CH3:42]O. Given the product [C:1]1([S:7]([C:10]2[CH:11]=[CH:12][C:13]([C:38]([F:41])([F:40])[F:39])=[C:14]([S:16]([NH:19][CH:20]3[CH2:25][CH2:24][N:23]([S:26]([C:29]4[CH:30]=[C:31]([CH:35]=[CH:36][CH:37]=4)[C:32]([O:34][CH3:42])=[O:33])(=[O:28])=[O:27])[CH2:22][CH2:21]3)(=[O:18])=[O:17])[CH:15]=2)(=[O:8])=[O:9])[CH:2]=[CH:3][CH:4]=[CH:5][CH:6]=1, predict the reactants needed to synthesize it. (4) Given the product [CH3:16][O:1][C:2]1[N:6]([C:7]2[CH:12]=[CH:11][CH:10]=[CH:9][CH:8]=2)[N:5]=[C:4]([C:13]([OH:15])=[O:14])[CH:3]=1, predict the reactants needed to synthesize it. The reactants are: [OH:1][C:2]1[N:6]([C:7]2[CH:12]=[CH:11][CH:10]=[CH:9][CH:8]=2)[N:5]=[C:4]([C:13]([OH:15])=[O:14])[CH:3]=1.[C:16](=O)([O-])[O-].[Cs+].[Cs+].IC.